Dataset: Forward reaction prediction with 1.9M reactions from USPTO patents (1976-2016). Task: Predict the product of the given reaction. Given the reactants [F:1][C:2]1[CH:3]=[C:4]2[C:8](=[C:9]([CH2:11][S:12][CH3:13])[CH:10]=1)[NH:7][CH:6]=[CH:5]2.[Cl:14][C:15]1[CH:20]=[CH:19][C:18]([CH:21]([C:23]2[CH:28]=[CH:27][C:26]([F:29])=[CH:25][CH:24]=2)O)=[C:17]([CH3:30])[CH:16]=1.FC1C=CC(C(C2C=CC(F)=CC=2)C2C3C(=C(CSC)C=CC=3)NC=2)=CC=1, predict the reaction product. The product is: [Cl:14][C:15]1[CH:20]=[CH:19][C:18]([CH:21]([C:23]2[CH:28]=[CH:27][C:26]([F:29])=[CH:25][CH:24]=2)[C:5]2[C:4]3[C:8](=[C:9]([CH2:11][S:12][CH3:13])[CH:10]=[C:2]([F:1])[CH:3]=3)[NH:7][CH:6]=2)=[C:17]([CH3:30])[CH:16]=1.